From a dataset of Full USPTO retrosynthesis dataset with 1.9M reactions from patents (1976-2016). Predict the reactants needed to synthesize the given product. (1) Given the product [F:1][C:2]1[CH:7]=[CH:6][C:5]([CH3:8])=[CH:4][C:3]=1[C:9]1[CH:14]=[C:13]([NH:15][C:16]2[C:17]3[C:18](=[CH:22][N:23]([CH:25]4[CH2:26][CH2:27][N:28]([S:38]([CH3:41])(=[O:40])=[O:39])[CH2:29][CH2:30]4)[N:24]=3)[N:19]=[CH:20][CH:21]=2)[CH:12]=[CH:11][N:10]=1, predict the reactants needed to synthesize it. The reactants are: [F:1][C:2]1[CH:7]=[CH:6][C:5]([CH3:8])=[CH:4][C:3]=1[C:9]1[CH:14]=[C:13]([NH:15][C:16]2[C:17]3[C:18](=[CH:22][N:23]([CH:25]4[CH2:30][CH2:29][NH:28][CH2:27][CH2:26]4)[N:24]=3)[N:19]=[CH:20][CH:21]=2)[CH:12]=[CH:11][N:10]=1.C(N(CC)CC)C.[S:38](Cl)([CH3:41])(=[O:40])=[O:39]. (2) Given the product [C:1]([NH:4][C:5]1[CH:6]=[CH:7][C:8]([C:11](=[C:25]2[CH2:30][CH2:29][N:28]([CH2:31][C:83]3[CH:82]=[CH:79][CH:78]=[C:77]([F:76])[CH:84]=3)[CH2:27][CH2:26]2)[C:12]2[CH:13]=[CH:14][C:15]([C:16]([N:18]([CH2:21][CH3:22])[CH2:19][CH3:20])=[O:17])=[CH:23][CH:24]=2)=[CH:9][CH:10]=1)(=[O:3])[CH3:2], predict the reactants needed to synthesize it. The reactants are: [C:1]([NH:4][C:5]1[CH:10]=[CH:9][C:8]([C:11](=[C:25]2[CH2:30][CH2:29][N:28]([CH2:31]C3C=CC=CC=3F)[CH2:27][CH2:26]2)[C:12]2[CH:24]=[CH:23][C:15]([C:16]([N:18]([CH2:21][CH3:22])[CH2:19][CH3:20])=[O:17])=[CH:14][CH:13]=2)=[CH:7][CH:6]=1)(=[O:3])[CH3:2].C(NC1C=CC(C(=C2CCNCC2)C2C=CC(C(N(CC)CC)=O)=CC=2)=CC=1)(=O)C.C(O)(C(F)(F)F)=O.[F:76][C:77]1[CH:78]=[C:79]([CH:82]=[CH:83][CH:84]=1)C=O. (3) The reactants are: C1(N)C(F)=C(F)C(F)=C(N)C=1F.[ClH:13].Cl.[CH:15]1[CH:16]=[CH:17][C:18]([CH:21]([N:29]2[CH2:34][CH2:33][N:32]([CH2:35][CH2:36][O:37][CH2:38][C:39]([OH:41])=[O:40])[CH2:31][CH2:30]2)[C:22]2[CH:23]=[CH:24][C:25]([Cl:28])=[CH:26][CH:27]=2)=[CH:19][CH:20]=1. Given the product [CH:15]1[CH:16]=[CH:17][C:18]([CH:21]([N:29]2[CH2:34][CH2:33][N:32]([CH2:35][CH2:36][O:37][CH2:38][C:39]([OH:41])=[O:40])[CH2:31][CH2:30]2)[C:22]2[CH:23]=[CH:24][C:25]([Cl:28])=[CH:26][CH:27]=2)=[CH:19][CH:20]=1.[ClH:13].[ClH:28], predict the reactants needed to synthesize it. (4) The reactants are: [C:1]([C:3]1[C:19]2=[CH:20][C:6]([C@@H:7]([NH:26][C:27](=[O:33])[O:28][C:29]([CH3:32])([CH3:31])[CH3:30])[CH2:8][CH:9]=[CH:10][C@@H:11]([CH3:25])[C:12](=[O:24])[NH:13][C:14]3[CH:15]=[N:16][N:17]([CH:21]([F:23])[F:22])[C:18]=32)=[CH:5][CH:4]=1)#[N:2].C(Cl)Cl.CC(OI1(OC(C)=O)(OC(C)=O)OC(=O)C2C=CC=CC1=2)=O. Given the product [C:1]([C:3]1[C:19]2=[CH:20][C:6]([C@@H:7]([NH:26][C:27](=[O:33])[O:28][C:29]([CH3:32])([CH3:31])[CH3:30])[CH2:8][CH2:9][CH2:10][C@@H:11]([CH3:25])[C:12](=[O:24])[NH:13][C:14]3[CH:15]=[N:16][N:17]([CH:21]([F:22])[F:23])[C:18]=32)=[CH:5][CH:4]=1)#[N:2], predict the reactants needed to synthesize it. (5) The reactants are: [CH2:1]([O:4][C:5](=[O:25])[N:6]([C:21]([CH3:24])([CH3:23])[CH3:22])[CH2:7][C:8]1[CH:13]=[CH:12][CH:11]=[C:10]([C:14]2[CH:19]=[CH:18][N:17]=[C:16](Cl)[N:15]=2)[CH:9]=1)[CH:2]=[CH2:3].Br.[NH2:27][CH2:28][CH2:29][C:30]1[CH:35]=[CH:34][C:33]([OH:36])=[C:32]([Cl:37])[CH:31]=1. Given the product [CH2:1]([O:4][C:5](=[O:25])[N:6]([C:21]([CH3:22])([CH3:24])[CH3:23])[CH2:7][C:8]1[CH:13]=[CH:12][CH:11]=[C:10]([C:14]2[CH:19]=[CH:18][N:17]=[C:16]([NH:27][CH2:28][CH2:29][C:30]3[CH:35]=[CH:34][C:33]([OH:36])=[C:32]([Cl:37])[CH:31]=3)[N:15]=2)[CH:9]=1)[CH:2]=[CH2:3], predict the reactants needed to synthesize it. (6) Given the product [Cl:4][C:5]1[CH:10]=[C:9]([Cl:11])[CH:8]=[CH:7][C:6]=1[C:12]1[CH:13]=[CH:14][CH:15]=[C:16]2[C:21]=1[N:20]=[C:19]([CH3:22])[CH:18]=[C:17]2[N:23]1[CH2:28][CH2:27][C:26](=[CH:37][C:36]([OH:1])=[O:38])[CH2:25][CH2:24]1, predict the reactants needed to synthesize it. The reactants are: [OH-:1].[K+].O.[Cl:4][C:5]1[CH:10]=[C:9]([Cl:11])[CH:8]=[CH:7][C:6]=1[C:12]1[CH:13]=[CH:14][CH:15]=[C:16]2[C:21]=1[N:20]=[C:19]([CH3:22])[CH:18]=[C:17]2[N:23]1[CH2:28][CH2:27][CH:26](C(OCC)=O)[CH2:25][C:24]1=C.Cl.[CH2:36]([OH:38])[CH3:37]. (7) Given the product [CH3:23][S:24]([O:12][CH2:11][CH:4]1[C:5]2[C:10](=[CH:9][CH:8]=[CH:7][CH:6]=2)[O:1][CH2:2][CH2:3]1)(=[O:26])=[O:25], predict the reactants needed to synthesize it. The reactants are: [O:1]1[C:10]2[C:5](=[CH:6][CH:7]=[CH:8][CH:9]=2)[CH:4]([CH2:11][OH:12])[CH2:3][CH2:2]1.C(Cl)Cl.C(N(CC)CC)C.[CH3:23][S:24](Cl)(=[O:26])=[O:25].